From a dataset of NCI-60 drug combinations with 297,098 pairs across 59 cell lines. Regression. Given two drug SMILES strings and cell line genomic features, predict the synergy score measuring deviation from expected non-interaction effect. (1) Drug 1: C1=CC(=C2C(=C1NCCNCCO)C(=O)C3=C(C=CC(=C3C2=O)O)O)NCCNCCO. Drug 2: C1=NC2=C(N=C(N=C2N1C3C(C(C(O3)CO)O)O)F)N. Cell line: MALME-3M. Synergy scores: CSS=29.7, Synergy_ZIP=2.44, Synergy_Bliss=3.57, Synergy_Loewe=-16.5, Synergy_HSA=4.38. (2) Drug 1: CC1=CC=C(C=C1)C2=CC(=NN2C3=CC=C(C=C3)S(=O)(=O)N)C(F)(F)F. Drug 2: C1=CC=C(C(=C1)C(C2=CC=C(C=C2)Cl)C(Cl)Cl)Cl. Cell line: HCT116. Synergy scores: CSS=-0.592, Synergy_ZIP=0.490, Synergy_Bliss=-1.06, Synergy_Loewe=0.484, Synergy_HSA=-2.71. (3) Drug 1: C#CCC(CC1=CN=C2C(=N1)C(=NC(=N2)N)N)C3=CC=C(C=C3)C(=O)NC(CCC(=O)O)C(=O)O. Drug 2: CC1C(C(CC(O1)OC2CC(CC3=C2C(=C4C(=C3O)C(=O)C5=C(C4=O)C(=CC=C5)OC)O)(C(=O)CO)O)N)O.Cl. Cell line: ACHN. Synergy scores: CSS=36.6, Synergy_ZIP=-8.18, Synergy_Bliss=-10.5, Synergy_Loewe=-12.9, Synergy_HSA=-7.07. (4) Drug 1: CNC(=O)C1=CC=CC=C1SC2=CC3=C(C=C2)C(=NN3)C=CC4=CC=CC=N4. Drug 2: CC12CCC3C(C1CCC2=O)CC(=C)C4=CC(=O)C=CC34C. Cell line: A549. Synergy scores: CSS=38.7, Synergy_ZIP=0.00258, Synergy_Bliss=-1.53, Synergy_Loewe=-1.27, Synergy_HSA=-0.551. (5) Drug 1: CN1CCC(CC1)COC2=C(C=C3C(=C2)N=CN=C3NC4=C(C=C(C=C4)Br)F)OC. Drug 2: CN1C(=O)N2C=NC(=C2N=N1)C(=O)N. Cell line: BT-549. Synergy scores: CSS=-5.87, Synergy_ZIP=1.85, Synergy_Bliss=1.78, Synergy_Loewe=-3.04, Synergy_HSA=-2.18. (6) Drug 1: COC1=C(C=C2C(=C1)N=CN=C2NC3=CC(=C(C=C3)F)Cl)OCCCN4CCOCC4. Drug 2: C(CC(=O)O)C(=O)CN.Cl. Cell line: SW-620. Synergy scores: CSS=11.9, Synergy_ZIP=0.909, Synergy_Bliss=4.96, Synergy_Loewe=1.77, Synergy_HSA=4.00. (7) Drug 1: CN(C)C1=NC(=NC(=N1)N(C)C)N(C)C. Drug 2: CCC(=C(C1=CC=CC=C1)C2=CC=C(C=C2)OCCN(C)C)C3=CC=CC=C3.C(C(=O)O)C(CC(=O)O)(C(=O)O)O. Cell line: HCT-15. Synergy scores: CSS=-3.83, Synergy_ZIP=0.536, Synergy_Bliss=-0.827, Synergy_Loewe=-5.28, Synergy_HSA=-4.27. (8) Drug 1: CC1=CC=C(C=C1)C2=CC(=NN2C3=CC=C(C=C3)S(=O)(=O)N)C(F)(F)F. Drug 2: CC(C)NC(=O)C1=CC=C(C=C1)CNNC.Cl. Cell line: NCI-H460. Synergy scores: CSS=-0.657, Synergy_ZIP=2.17, Synergy_Bliss=3.53, Synergy_Loewe=-0.751, Synergy_HSA=-0.264. (9) Drug 1: C1=CC(=CC=C1CC(C(=O)O)N)N(CCCl)CCCl.Cl. Drug 2: C#CCC(CC1=CN=C2C(=N1)C(=NC(=N2)N)N)C3=CC=C(C=C3)C(=O)NC(CCC(=O)O)C(=O)O. Cell line: K-562. Synergy scores: CSS=7.36, Synergy_ZIP=-14.1, Synergy_Bliss=-27.0, Synergy_Loewe=-60.2, Synergy_HSA=-29.2. (10) Drug 1: CC1=C2C(C(=O)C3(C(CC4C(C3C(C(C2(C)C)(CC1OC(=O)C(C(C5=CC=CC=C5)NC(=O)OC(C)(C)C)O)O)OC(=O)C6=CC=CC=C6)(CO4)OC(=O)C)OC)C)OC. Drug 2: C1=NC(=NC(=O)N1C2C(C(C(O2)CO)O)O)N. Cell line: T-47D. Synergy scores: CSS=45.9, Synergy_ZIP=9.47, Synergy_Bliss=9.47, Synergy_Loewe=-10.6, Synergy_HSA=7.91.